From a dataset of Full USPTO retrosynthesis dataset with 1.9M reactions from patents (1976-2016). Predict the reactants needed to synthesize the given product. (1) Given the product [CH3:15][C:14]1([CH2:13][C:12]([F:18])([F:17])[F:11])[NH:1][C:2]2[CH:6]=[C:5]([C:43]3[CH:44]=[N:45][NH:46][CH:47]=3)[S:4][C:3]=2[C:8](=[O:9])[NH:10]1, predict the reactants needed to synthesize it. The reactants are: [NH2:1][C:2]1[CH:6]=[C:5](Br)[S:4][C:3]=1[C:8]([NH2:10])=[O:9].[F:11][C:12]([F:18])([F:17])[CH2:13][C:14](=O)[CH3:15].CC1C=CC(S(O)(=O)=O)=CC=1.C([O-])(O)=O.[Na+].CC1(C)C(C)(C)OB([C:43]2[CH:44]=[N:45][NH:46][CH:47]=2)O1.C(=O)([O-])[O-].[Na+].[Na+]. (2) Given the product [NH2:11][CH2:10][C:3]1[C:4](=[O:9])[NH:5][C:6]([CH3:8])=[CH:7][C:2]=1[CH3:1], predict the reactants needed to synthesize it. The reactants are: [CH3:1][C:2]1[CH:7]=[C:6]([CH3:8])[NH:5][C:4](=[O:9])[C:3]=1[C:10]#[N:11].[H-].[Al+3].[Li+].[H-].[H-].[H-].O. (3) Given the product [F:1][C:2]1[CH:7]=[CH:6][C:5]([CH:8]2[C:16]3[C:11](=[CH:12][CH:13]=[CH:14][CH:15]=3)[CH:10]([C:17]3[CH:22]=[CH:21][C:20]4[O:23][CH2:24][O:25][C:19]=4[CH:18]=3)[CH:9]2[C:26]([OH:28])=[O:27])=[CH:4][CH:3]=1, predict the reactants needed to synthesize it. The reactants are: [F:1][C:2]1[CH:7]=[CH:6][C:5]([CH:8]2[C:16]3[C:11](=[CH:12][CH:13]=[CH:14][CH:15]=3)[CH:10]([C:17]3[CH:22]=[CH:21][C:20]4[O:23][CH2:24][O:25][C:19]=4[CH:18]=3)[CH:9]2[C:26]([O-:28])=[O:27])=[CH:4][CH:3]=1.FC1C=CC(C2C3C(=CC=CC=3)C(C3C=CC4OCOC=4C=3)=C2C(OCC)=O)=CC=1. (4) Given the product [F:1][C:2]1[CH:3]=[C:4]([CH:5]([OH:6])[C:7]2[CH:8]=[C:9]3[C:13](=[CH:14][CH:15]=2)[NH:12][N:11]=[C:10]3[NH:16][C:17](=[O:38])[C:18]2[CH:23]=[CH:22][C:21]([N:24]3[CH2:29][CH2:28][N:27]([CH3:30])[CH2:26][CH2:25]3)=[CH:20][C:19]=2[NH:31][CH:32]2[CH2:37][CH2:36][O:35][CH2:34][CH2:33]2)[CH:39]=[C:40]([F:42])[CH:41]=1, predict the reactants needed to synthesize it. The reactants are: [F:1][C:2]1[CH:3]=[C:4]([CH:39]=[C:40]([F:42])[CH:41]=1)[C:5]([C:7]1[CH:8]=[C:9]2[C:13](=[CH:14][CH:15]=1)[NH:12][N:11]=[C:10]2[NH:16][C:17](=[O:38])[C:18]1[CH:23]=[CH:22][C:21]([N:24]2[CH2:29][CH2:28][N:27]([CH3:30])[CH2:26][CH2:25]2)=[CH:20][C:19]=1[NH:31][CH:32]1[CH2:37][CH2:36][O:35][CH2:34][CH2:33]1)=[O:6].[BH4-].[Na+]. (5) The reactants are: [Cl:1][C:2]1[CH:10]=[C:9]2[C:5]([C:6]([C:11]([N:13]3[CH2:18][CH2:17][C:16]4([C:22]5[CH:23]=[CH:24][C:25]([F:27])=[CH:26][C:21]=5[C:20](=[O:28])[O:19]4)[CH2:15][CH2:14]3)=[O:12])=[CH:7][NH:8]2)=[CH:4][CH:3]=1.Cl[CH2:30][C:31]1[CH:36]=[CH:35][N:34]=[C:33]([CH3:37])[CH:32]=1. Given the product [Cl:1][C:2]1[CH:10]=[C:9]2[C:5]([C:6]([C:11]([N:13]3[CH2:18][CH2:17][C:16]4([C:22]5[CH:23]=[CH:24][C:25]([F:27])=[CH:26][C:21]=5[C:20](=[O:28])[O:19]4)[CH2:15][CH2:14]3)=[O:12])=[CH:7][N:8]2[CH2:30][C:31]2[CH:36]=[CH:35][N:34]=[C:33]([CH3:37])[CH:32]=2)=[CH:4][CH:3]=1, predict the reactants needed to synthesize it. (6) Given the product [N:17]1([NH:26][C:14]([C:11]2[CH:10]=[N:9][C:8]([C:4]3[CH:5]=[CH:6][CH:7]=[C:2]([F:1])[CH:3]=3)=[N:13][CH:12]=2)=[O:15])[C:21]2=[N:22][CH:23]=[CH:24][CH:25]=[C:20]2[CH:19]=[CH:18]1, predict the reactants needed to synthesize it. The reactants are: [F:1][C:2]1[CH:3]=[C:4]([C:8]2[N:13]=[CH:12][C:11]([C:14](Cl)=[O:15])=[CH:10][N:9]=2)[CH:5]=[CH:6][CH:7]=1.[N:17]1([NH2:26])[C:21]2=[N:22][CH:23]=[CH:24][CH:25]=[C:20]2[CH:19]=[CH:18]1.C([O-])([O-])=O.[K+].[K+].